From a dataset of Catalyst prediction with 721,799 reactions and 888 catalyst types from USPTO. Predict which catalyst facilitates the given reaction. (1) Reactant: C([NH:5][S:6]([C:9]1[CH:14]=[CH:13][C:12]([N:15]2[C:19]([C:20]3[CH:25]=[CH:24][C:23]([O:26][CH3:27])=[C:22]([F:28])[CH:21]=3)=[C:18]([Cl:29])[N:17]=[CH:16]2)=[CH:11][CH:10]=1)(=[O:8])=[O:7])(C)(C)C.Cl.[OH-].[Na+]. Product: [Cl:29][C:18]1[N:17]=[CH:16][N:15]([C:12]2[CH:11]=[CH:10][C:9]([S:6]([NH2:5])(=[O:7])=[O:8])=[CH:14][CH:13]=2)[C:19]=1[C:20]1[CH:25]=[CH:24][C:23]([O:26][CH3:27])=[C:22]([F:28])[CH:21]=1. The catalyst class is: 6. (2) Reactant: [F:1][C:2]1[S:6][C:5]([C:7]2[CH:12]=[CH:11][N:10]=[C:9]([NH2:13])[C:8]=2[N+:14]([O-])=O)=[CH:4][CH:3]=1.[NH4+].[Cl-].CCOC(C)=O. Product: [F:1][C:2]1[S:6][C:5]([C:7]2[CH:12]=[CH:11][N:10]=[C:9]([NH2:13])[C:8]=2[NH2:14])=[CH:4][CH:3]=1. The catalyst class is: 314. (3) Reactant: C(N(CC)CC)C.[F:8][C:9]1[CH:17]=[CH:16][C:15]([CH2:18][C:19]2[C:28]3[C:23](=[CH:24][CH:25]=[CH:26][CH:27]=3)[C:22](=[O:29])[NH:21][N:20]=2)=[CH:14][C:10]=1[C:11](O)=[O:12].Cl.[CH:31]1([O:36][CH:37]2[CH2:42][CH2:41][NH:40][CH2:39][CH2:38]2)[CH2:35][CH2:34][CH2:33][CH2:32]1.F[P-](F)(F)(F)(F)F.N1(OC(N(C)C)=[N+](C)C)C2C=CC=CC=2N=N1. Product: [CH:31]1([O:36][CH:37]2[CH2:42][CH2:41][N:40]([C:11]([C:10]3[CH:14]=[C:15]([CH:16]=[CH:17][C:9]=3[F:8])[CH2:18][C:19]3[C:28]4[C:23](=[CH:24][CH:25]=[CH:26][CH:27]=4)[C:22](=[O:29])[NH:21][N:20]=3)=[O:12])[CH2:39][CH2:38]2)[CH2:35][CH2:34][CH2:33][CH2:32]1. The catalyst class is: 44. (4) Reactant: CCN(C(C)C)C(C)C.[CH3:10][C:11]([O:14][C:15]([NH:17][C:18]([C:21]([OH:23])=O)([CH3:20])[CH3:19])=[O:16])([CH3:13])[CH3:12].[F:24][C:25]1[CH:30]=[CH:29][CH:28]=[CH:27][C:26]=1[CH2:31][C@@H:32]([B:34]1[O:38][CH:37]2[CH2:39][CH:40]3[CH2:43][CH:42]([C:36]2([CH3:46])[O:35]1)[C:41]3([CH3:45])[CH3:44])[NH2:33].CN(C(ON1N=NC2C=CC=CC1=2)=[N+](C)C)C.[B-](F)(F)(F)F. Product: [F:24][C:25]1[CH:30]=[CH:29][CH:28]=[CH:27][C:26]=1[CH2:31][C@H:32]([NH:33][C:21](=[O:23])[C:18]([NH:17][C:15](=[O:16])[O:14][C:11]([CH3:10])([CH3:12])[CH3:13])([CH3:19])[CH3:20])[B:34]1[O:38][CH:37]2[CH2:39][CH:40]3[CH2:43][CH:42]([C:36]2([CH3:46])[O:35]1)[C:41]3([CH3:44])[CH3:45]. The catalyst class is: 18. (5) Reactant: [C:1]1([CH:7]([C:20]2[CH:25]=[CH:24][CH:23]=[CH:22][CH:21]=2)[CH2:8][CH2:9][NH:10][C:11](=[O:19])[C:12]2[CH:17]=[CH:16][C:15]([OH:18])=[N:14][CH:13]=2)[CH:6]=[CH:5][CH:4]=[CH:3][CH:2]=1.Br[CH2:27][C:28]#[N:29]. Product: [C:20]1([CH:7]([C:1]2[CH:2]=[CH:3][CH:4]=[CH:5][CH:6]=2)[CH2:8][CH2:9][NH:10][C:11]([C:12]2[CH:17]=[CH:16][C:15](=[O:18])[N:14]([CH2:27][C:28]#[N:29])[CH:13]=2)=[O:19])[CH:25]=[CH:24][CH:23]=[CH:22][CH:21]=1. The catalyst class is: 10.